This data is from Peptide-MHC class II binding affinity with 134,281 pairs from IEDB. The task is: Regression. Given a peptide amino acid sequence and an MHC pseudo amino acid sequence, predict their binding affinity value. This is MHC class II binding data. (1) The peptide sequence is AFKVAATAASAAPAN. The MHC is DRB1_0701 with pseudo-sequence DRB1_0701. The binding affinity (normalized) is 0.575. (2) The peptide sequence is RTFVATFGAASNKAF. The MHC is DRB1_0701 with pseudo-sequence DRB1_0701. The binding affinity (normalized) is 0.687.